Task: Predict the reaction yield, written as a fraction of the theoretical maximum amount of product (1.0 means a 100% yield; for example, 0.34 means a 34% yield).. Dataset: Reaction yield outcomes from USPTO patents with 853,638 reactions The reactants are [Cl:1][C:2]1[N:7]=[C:6]2[O:8][C:9]([C:15]3[CH:20]=[CH:19][C:18]([F:21])=[CH:17][CH:16]=3)=[C:10]([C:11](=[O:14])[NH:12][CH3:13])[C:5]2=[CH:4][C:3]=1[C:22]1[CH:23]=[C:24]([C:27](O)=[O:28])[S:25][CH:26]=1.C(N(C(C)C)C(C)C)C.Cl.[C:40]12([NH2:45])[CH2:44][CH:42]([CH2:43]1)[CH2:41]2.CN(C(ON1N=NC2C=CC=NC1=2)=[N+](C)C)C.F[P-](F)(F)(F)(F)F. The catalyst is CN(C=O)C. The product is [C:40]12([NH:45][C:27]([C:24]3[S:25][CH:26]=[C:22]([C:3]4[CH:4]=[C:5]5[C:10]([C:11]([NH:12][CH3:13])=[O:14])=[C:9]([C:15]6[CH:16]=[CH:17][C:18]([F:21])=[CH:19][CH:20]=6)[O:8][C:6]5=[N:7][C:2]=4[Cl:1])[CH:23]=3)=[O:28])[CH2:44][CH:42]([CH2:43]1)[CH2:41]2. The yield is 0.870.